Dataset: CYP2C9 inhibition data for predicting drug metabolism from PubChem BioAssay. Task: Regression/Classification. Given a drug SMILES string, predict its absorption, distribution, metabolism, or excretion properties. Task type varies by dataset: regression for continuous measurements (e.g., permeability, clearance, half-life) or binary classification for categorical outcomes (e.g., BBB penetration, CYP inhibition). Dataset: cyp2c9_veith. (1) The molecule is CCC(C)[C@H](NC(=O)NCc1ccccn1)C(=O)OC. The result is 0 (non-inhibitor). (2) The compound is CCCCCNCc1ccc(Br)cc1.Cl. The result is 0 (non-inhibitor). (3) The compound is Cc1ccc(CS(=O)(=O)CCC(=O)NCCCOC(C)C)cc1. The result is 0 (non-inhibitor). (4) The compound is Cc1nc2nc(C)c(CCC(=O)NCCCN3CCN(c4cccc(Cl)c4)CC3)c(C)n2n1.Cl. The result is 0 (non-inhibitor).